From a dataset of Full USPTO retrosynthesis dataset with 1.9M reactions from patents (1976-2016). Predict the reactants needed to synthesize the given product. (1) Given the product [CH3:1][C:2]1[CH:7]=[CH:6][C:5]([CH:8]([OH:10])[CH3:9])=[CH:4][CH:3]=1, predict the reactants needed to synthesize it. The reactants are: [CH3:1][C:2]1[CH:7]=[CH:6][C:5]([C:8](=[O:10])[CH3:9])=[CH:4][CH:3]=1.[O-]CC.[K+]. (2) Given the product [Cl:7][CH2:8][C:9]1[N:10]=[C:11]([C:14]2[CH:22]=[CH:21][C:1]([C:2]([Cl:4])=[O:3])=[CH:16][CH:15]=2)[S:12][CH:13]=1, predict the reactants needed to synthesize it. The reactants are: [C:1](Cl)(=O)[C:2]([Cl:4])=[O:3].[Cl:7][CH2:8][C:9]1[N:10]=[C:11]([C:14]2[CH:22]=[CH:21]C(C(O)=O)=[CH:16][CH:15]=2)[S:12][CH:13]=1.CN(C=O)C. (3) Given the product [OH:8][CH2:9][CH2:10][N:11]([CH3:43])[C:12]([C:14]1[C:19]([O:20][CH2:21][C:22]2[CH:23]=[CH:24][CH:25]=[CH:26][CH:27]=2)=[C:18]([OH:28])[N:17]=[C:16]([CH2:29][C:30]2[CH:35]=[CH:34][CH:33]=[CH:32][C:31]=2[C:36]2[CH:41]=[CH:40][CH:39]=[CH:38][C:37]=2[Cl:42])[N:15]=1)=[O:13], predict the reactants needed to synthesize it. The reactants are: [Si]([O:8][CH2:9][CH2:10][N:11]([CH3:43])[C:12]([C:14]1[C:19]([O:20][CH2:21][C:22]2[CH:27]=[CH:26][CH:25]=[CH:24][CH:23]=2)=[C:18]([OH:28])[N:17]=[C:16]([CH2:29][C:30]2[CH:35]=[CH:34][CH:33]=[CH:32][C:31]=2[C:36]2[CH:41]=[CH:40][CH:39]=[CH:38][C:37]=2[Cl:42])[N:15]=1)=[O:13])(C(C)(C)C)(C)C.OCCN(C)C(C1C(OCC2C=CC=CC=2)=C(O)N=C(CC2C=CC=CC=2C2C=CC=CC=2)N=1)=O. (4) Given the product [CH2:1]([O:8][C:9]1[C:14]([CH3:15])=[CH:13][C:12]([O:16][CH2:28][CH:29]2[O:30][CH2:31]2)=[C:11]([O:17][CH3:18])[C:10]=1[O:19][CH3:20])[C:2]1[CH:3]=[CH:4][CH:5]=[CH:6][CH:7]=1, predict the reactants needed to synthesize it. The reactants are: [CH2:1]([O:8][C:9]1[C:14]([CH3:15])=[CH:13][C:12]([OH:16])=[C:11]([O:17][CH3:18])[C:10]=1[O:19][CH3:20])[C:2]1[CH:7]=[CH:6][CH:5]=[CH:4][CH:3]=1.C(=O)([O-])[O-].[K+].[K+].Cl[CH2:28][CH:29]1[CH2:31][O:30]1.